From a dataset of Forward reaction prediction with 1.9M reactions from USPTO patents (1976-2016). Predict the product of the given reaction. (1) Given the reactants [CH2:1]([O:8][C:9]1[CH:14]=[CH:13][C:12]([C:15](=[O:17])[CH3:16])=[CH:11][C:10]=1[O:18][CH3:19])[C:2]1[CH:7]=[CH:6][CH:5]=[CH:4][CH:3]=1.[N+:20]([O-])([OH:22])=[O:21].S(=O)(=O)(O)O, predict the reaction product. The product is: [CH2:1]([O:8][C:9]1[C:10]([O:18][CH3:19])=[CH:11][C:12]([C:15](=[O:17])[CH3:16])=[C:13]([N+:20]([O-:22])=[O:21])[CH:14]=1)[C:2]1[CH:3]=[CH:4][CH:5]=[CH:6][CH:7]=1. (2) Given the reactants Br[C:2]1[CH:3]=[C:4]2[C:8](=[CH:9][CH:10]=1)[N:7]([CH2:11][C:12]1[CH:17]=[CH:16][C:15]([C:18]([CH3:21])([CH3:20])[CH3:19])=[CH:14][CH:13]=1)[CH:6]=[CH:5]2.[C:22]([C:26]1[CH:31]=[CH:30][C:29](B(O)O)=[CH:28][CH:27]=1)([CH3:25])([CH3:24])[CH3:23], predict the reaction product. The product is: [C:18]([C:15]1[CH:16]=[CH:17][C:12]([CH2:11][N:7]2[C:8]3[C:4](=[CH:3][C:2]([C:29]4[CH:30]=[CH:31][C:26]([C:22]([CH3:25])([CH3:24])[CH3:23])=[CH:27][CH:28]=4)=[CH:10][CH:9]=3)[CH:5]=[CH:6]2)=[CH:13][CH:14]=1)([CH3:21])([CH3:19])[CH3:20].